This data is from Peptide-MHC class II binding affinity with 134,281 pairs from IEDB. The task is: Regression. Given a peptide amino acid sequence and an MHC pseudo amino acid sequence, predict their binding affinity value. This is MHC class II binding data. (1) The MHC is DRB1_0802 with pseudo-sequence DRB1_0802. The peptide sequence is RQNIHSLSPQEREQF. The binding affinity (normalized) is 0. (2) The peptide sequence is LQRLAAVLAGY. The MHC is HLA-DQA10102-DQB10604 with pseudo-sequence HLA-DQA10102-DQB10604. The binding affinity (normalized) is 0. (3) The MHC is DRB1_0101 with pseudo-sequence DRB1_0101. The peptide sequence is WELGLSPQQICTNFK. The binding affinity (normalized) is 0.695. (4) The peptide sequence is VRVWDVKNAELLNNQ. The MHC is H-2-IAb with pseudo-sequence H-2-IAb. The binding affinity (normalized) is 0.310. (5) The peptide sequence is QSAVVCGRRHSVRIR. The MHC is HLA-DQA10401-DQB10402 with pseudo-sequence HLA-DQA10401-DQB10402. The binding affinity (normalized) is 0. (6) The peptide sequence is LFGGLNWITKVIMGA. The MHC is DRB1_0101 with pseudo-sequence DRB1_0101. The binding affinity (normalized) is 0.128. (7) The binding affinity (normalized) is 0.266. The peptide sequence is YRSLQPEEFAVVDLS. The MHC is DRB1_1101 with pseudo-sequence DRB1_1101.